This data is from Full USPTO retrosynthesis dataset with 1.9M reactions from patents (1976-2016). The task is: Predict the reactants needed to synthesize the given product. (1) Given the product [CH2:58]([O:57][P:56]([CH2:51][CH:43]([NH:41][C:22](=[O:24])[C:21]1[CH:20]=[CH:19][C:18]([N:17]([CH2:16][C:10]2[N:11]=[C:12]3[C:7](=[N:8][CH:9]=2)[N:6]=[C:5]([NH2:4])[N:14]=[C:13]3[NH2:15])[CH3:27])=[CH:26][CH:25]=1)[CH3:44])(=[O:63])[O:60][CH2:61][CH3:62])[CH3:59], predict the reactants needed to synthesize it. The reactants are: O.O.Cl.[NH2:4][C:5]1[N:14]=[C:13]([NH2:15])[C:12]2[C:7](=[N:8][CH:9]=[C:10]([CH2:16][N:17]([CH3:27])[C:18]3[CH:26]=[CH:25][C:21]([C:22]([OH:24])=O)=[CH:20][CH:19]=3)[N:11]=2)[N:6]=1.NC1N=C(N)C2C(=NC=C(C[N:41]([C:43]3[CH:51]=CC(C(O)=O)=C[CH:44]=3)C)N=2)N=1.O.O.C([P:56](=[O:63])([O:60][CH2:61][CH3:62])[O:57][CH2:58][CH3:59])#N.CCN(C(C)C)C(C)C.C(O)(=O)C(O)=O.C(OP(CCCN)(=O)OCC)C. (2) The reactants are: [Cl:1][C:2]1[CH:3]=[CH:4][C:5]([CH:8](C#N)[C:9]2[CH:14]=[CH:13][C:12]([F:15])=[CH:11][CH:10]=2)=[N:6][CH:7]=1.C(=O)([O-])[O-:19].[K+].[K+].O. Given the product [Cl:1][C:2]1[CH:3]=[CH:4][C:5]([C:8](=[O:19])[C:9]2[CH:14]=[CH:13][C:12]([F:15])=[CH:11][CH:10]=2)=[N:6][CH:7]=1, predict the reactants needed to synthesize it. (3) Given the product [Br:28][C:29]1[CH:36]=[CH:35][CH:34]=[CH:33][C:30]=1[CH2:31][O:17][C:13]1[CH:12]=[C:11]([C:10]2[N:9]=[C:8]([CH:18]3[CH2:21][CH2:20][CH2:19]3)[N:4]3[CH:5]=[CH:6][N:7]=[C:2]([NH2:1])[C:3]=23)[CH:16]=[CH:15][CH:14]=1, predict the reactants needed to synthesize it. The reactants are: [NH2:1][C:2]1[C:3]2[N:4]([C:8]([CH:18]3[CH2:21][CH2:20][CH2:19]3)=[N:9][C:10]=2[C:11]2[CH:12]=[C:13]([OH:17])[CH:14]=[CH:15][CH:16]=2)[CH:5]=[CH:6][N:7]=1.C([O-])([O-])=O.[Cs+].[Cs+].[Br:28][C:29]1[CH:36]=[CH:35][CH:34]=[CH:33][C:30]=1[CH2:31]Br. (4) Given the product [CH3:36][C:35]([CH3:38])([CH3:37])/[C:34](/[C:39]1[CH:40]=[CH:41][N:42]=[CH:43][CH:44]=1)=[CH:33]\[N:6]1[C:7]2[CH:8]=[CH:9][C:10]([CH3:13])=[CH:11][C:12]=2[C:4]2[CH2:3][N:2]([CH3:1])[CH2:15][CH2:14][C:5]1=2, predict the reactants needed to synthesize it. The reactants are: [CH3:1][N:2]1[CH2:15][CH2:14][C:5]2[NH:6][C:7]3[CH:8]=[CH:9][C:10]([CH3:13])=[CH:11][C:12]=3[C:4]=2[CH2:3]1.N1CCC[C@H]1C(O)=O.P([O-])([O-])([O-])=O.[K+].[K+].[K+].Br[CH:33]=[C:34]([C:39]1[CH:44]=[CH:43][N:42]=[CH:41][CH:40]=1)[C:35]([CH3:38])([CH3:37])[CH3:36].